Dataset: Forward reaction prediction with 1.9M reactions from USPTO patents (1976-2016). Task: Predict the product of the given reaction. (1) Given the reactants [CH:1]1[C:13]2[NH:12][C:11]3[C:6](=[CH:7][CH:8]=[CH:9][CH:10]=3)[C:5]=2[CH:4]=[CH:3][CH:2]=1.[OH-].[Na+].[CH2:16](Br)[CH:17]=[CH2:18].O, predict the reaction product. The product is: [CH2:18]([N:12]1[C:11]2[CH:10]=[CH:9][CH:8]=[CH:7][C:6]=2[C:5]2[C:13]1=[CH:1][CH:2]=[CH:3][CH:4]=2)[CH:17]=[CH2:16]. (2) Given the reactants [NH2:1][C:2]1[N:7]([CH3:8])[C:6](=[O:9])[C:5]([CH3:11])([CH3:10])[C@:4]([C:13]2[CH:18]=[C:17]([NH2:19])[CH:16]=[CH:15][C:14]=2[F:20])([CH3:12])[N:3]=1.[O:21]1[CH:25]=[CH:24][C:23]([CH:26]=O)=[N:22]1.[B][B][B][B][B][B][B][B][B][B], predict the reaction product. The product is: [NH2:1][C:2]1[N:7]([CH3:8])[C:6](=[O:9])[C:5]([CH3:10])([CH3:11])[C@:4]([C:13]2[CH:18]=[C:17]([NH:19][CH2:26][C:23]3[CH:24]=[CH:25][O:21][N:22]=3)[CH:16]=[CH:15][C:14]=2[F:20])([CH3:12])[N:3]=1. (3) Given the reactants [CH2:1]([C:5]1[CH:10]=[CH:9][C:8]([C:11]#[C:12][C:13]2[CH:33]=[CH:32][C:16]([CH2:17][NH:18][CH2:19][C:20]3[CH:31]=[CH:30][C:23]([O:24][CH2:25][C:26]([O:28][CH3:29])=[O:27])=[CH:22][CH:21]=3)=[CH:15][CH:14]=2)=[CH:7][CH:6]=1)[CH2:2][CH2:3][CH3:4].[C:34]([C:36]1[CH:41]=[CH:40][C:39]([N:42]=[C:43]=[O:44])=[CH:38][CH:37]=1)#[N:35].C(O)C(N)(CO)CO.CN(C=O)C, predict the reaction product. The product is: [CH2:1]([C:5]1[CH:6]=[CH:7][C:8]([C:11]#[C:12][C:13]2[CH:14]=[CH:15][C:16]([CH2:17][N:18]([CH2:19][C:20]3[CH:21]=[CH:22][C:23]([O:24][CH2:25][C:26]([O:28][CH3:29])=[O:27])=[CH:30][CH:31]=3)[C:43]([NH:42][C:39]3[CH:40]=[CH:41][C:36]([C:34]#[N:35])=[CH:37][CH:38]=3)=[O:44])=[CH:32][CH:33]=2)=[CH:9][CH:10]=1)[CH2:2][CH2:3][CH3:4]. (4) Given the reactants [C:1]([O:5][C:6](=[O:35])[NH:7][C:8]1[CH:9]=[C:10]2[CH:16]=[C:15]([C:17](=[O:25])[CH2:18][CH:19]3[CH2:24][CH2:23][O:22][CH2:21][CH2:20]3)[N:14]([S:26]([C:29]3[CH:34]=[CH:33][CH:32]=[CH:31][CH:30]=3)(=[O:28])=[O:27])[C:11]2=[N:12][CH:13]=1)([CH3:4])([CH3:3])[CH3:2].C[Si]([N-][Si](C)(C)C)(C)C.[Li+].[C:46]1([CH3:66])[CH:51]=[CH:50][C:49]([S:52](O[S:52]([C:49]2[CH:50]=[CH:51][C:46]([CH3:66])=[CH:47][CH:48]=2)(=[O:54])=[O:53])(=[O:54])=[O:53])=[CH:48][CH:47]=1, predict the reaction product. The product is: [C:29]1([S:26]([N:14]2[C:11]3=[N:12][CH:13]=[C:8]([NH:7][C:6]([O:5][C:1]([CH3:4])([CH3:2])[CH3:3])=[O:35])[CH:9]=[C:10]3[CH:16]=[C:15]2[C:17]([O:25][S:52]([C:49]2[CH:50]=[CH:51][C:46]([CH3:66])=[CH:47][CH:48]=2)(=[O:54])=[O:53])=[CH:18][CH:19]2[CH2:20][CH2:21][O:22][CH2:23][CH2:24]2)(=[O:27])=[O:28])[CH:34]=[CH:33][CH:32]=[CH:31][CH:30]=1. (5) Given the reactants F[C:2]1[CH:3]=[C:4]([C:15]([OH:17])=O)[C:5](=[CH:9][C:10]=1[C:11]([F:14])([F:13])[F:12])C(O)=O.N[C:19]([NH2:21])=[O:20].C[N:23]1CCCC1=O, predict the reaction product. The product is: [NH2:23][C:2]1[CH:3]=[C:4]2[C:5](=[CH:9][C:10]=1[C:11]([F:14])([F:13])[F:12])[C:19](=[O:20])[NH:21][C:15]2=[O:17]. (6) Given the reactants [CH2:1]([OH:6])/[CH:2]=[CH:3]\[CH2:4]O, predict the reaction product. The product is: [OH:6][CH2:1][CH:2]=[CH:3][CH2:4][CH2:1][CH2:2][CH2:3][CH2:4][CH2:4][CH2:3][CH2:2][CH:1]=[O:6].